The task is: Predict the reactants needed to synthesize the given product.. This data is from Full USPTO retrosynthesis dataset with 1.9M reactions from patents (1976-2016). (1) The reactants are: [O:1]1[C:5]2[CH:6]=[CH:7][CH:8]=[CH:9][C:4]=2[N:3]=[C:2]1[CH:10]([OH:38])[CH:11]([NH:14][C:15](=[O:37])[CH:16]([NH:24][C:25](=[N:32][S:33]([CH3:36])(=[O:35])=[O:34])[C:26]1[CH:31]=[CH:30][CH:29]=[CH:28][CH:27]=1)[CH2:17][CH:18]1[CH2:23][CH2:22][CH2:21][CH2:20][CH2:19]1)[CH2:12][CH3:13].CC(OI1(OC(C)=O)(OC(C)=O)OC(=O)C2C=CC=CC1=2)=O.S([O-])([O-])(=O)=S.[Na+].[Na+].C(=O)(O)[O-].[Na+]. Given the product [O:1]1[C:5]2[CH:6]=[CH:7][CH:8]=[CH:9][C:4]=2[N:3]=[C:2]1[C:10]([CH:11]([NH:14][C:15](=[O:37])[C@@H:16]([NH:24][C:25](=[N:32][S:33]([CH3:36])(=[O:35])=[O:34])[C:26]1[CH:31]=[CH:30][CH:29]=[CH:28][CH:27]=1)[CH2:17][CH:18]1[CH2:19][CH2:20][CH2:21][CH2:22][CH2:23]1)[CH2:12][CH3:13])=[O:38], predict the reactants needed to synthesize it. (2) Given the product [Cl:1][C:2]1[N:7]=[C:6]([C:8]([NH2:10])=[O:9])[CH:5]=[C:4]([N:16]2[CH2:17][CH2:18][CH2:19][CH:15]2[CH2:14][O:13][CH3:12])[N:3]=1, predict the reactants needed to synthesize it. The reactants are: [Cl:1][C:2]1[N:7]=[C:6]([C:8]([NH2:10])=[O:9])[CH:5]=[C:4](Cl)[N:3]=1.[CH3:12][O:13][CH2:14][CH:15]1[CH2:19][CH2:18][CH2:17][NH:16]1. (3) Given the product [ClH:32].[Cl:32][C:13]1[C:12]([CH2:11][CH2:10][NH:9][CH2:33][CH:34]2[CH2:35][CH2:36][NH:37][CH2:38][CH2:39]2)=[CH:17][C:16]([O:18][CH3:19])=[C:15]([NH:20][C:21]([NH:23][C:24]2[CH:29]=[N:28][C:27]([C:30]#[N:31])=[CH:26][N:25]=2)=[O:22])[CH:14]=1, predict the reactants needed to synthesize it. The reactants are: Cl.C(OC([N:9]([CH2:33][CH:34]1[CH2:39][CH2:38][N:37](C(OC(C)(C)C)=O)[CH2:36][CH2:35]1)[CH2:10][CH2:11][C:12]1[CH:17]=[C:16]([O:18][CH3:19])[C:15]([NH:20][C:21]([NH:23][C:24]2[CH:29]=[N:28][C:27]([C:30]#[N:31])=[CH:26][N:25]=2)=[O:22])=[CH:14][C:13]=1[Cl:32])=O)(C)(C)C. (4) Given the product [CH:12]12[O:19][CH:11]1[CH2:10][CH2:9][N:8]([C:1]([O:3][C:4]([CH3:7])([CH3:6])[CH3:5])=[O:2])[CH2:13]2, predict the reactants needed to synthesize it. The reactants are: [C:1]([N:8]1[CH2:13][CH:12]=[CH:11][CH2:10][CH2:9]1)([O:3][C:4]([CH3:7])([CH3:6])[CH3:5])=[O:2].ClC1C=C(C=CC=1)C(OO)=[O:19]. (5) Given the product [CH3:1][C:2]1([CH3:10])[C:4]([CH3:6])([CH3:5])[CH:3]1[C:7]([Cl:14])=[O:8], predict the reactants needed to synthesize it. The reactants are: [CH3:1][C:2]1([CH3:10])[C:4]([CH3:6])([CH3:5])[CH:3]1[C:7](O)=[O:8].C(Cl)(=O)C([Cl:14])=O. (6) Given the product [Br:1][C:2]1[CH:3]=[C:4]2[C:10]([C@@H:11]([C:13]3[C:18]([O:19][CH:33]([F:35])[F:34])=[CH:17][CH:16]=[C:15]([F:20])[C:14]=3[Cl:21])[CH3:12])=[CH:9][N:8]([C:22]([O:24][C:25]([CH3:27])([CH3:26])[CH3:28])=[O:23])[C:5]2=[N:6][CH:7]=1, predict the reactants needed to synthesize it. The reactants are: [Br:1][C:2]1[CH:3]=[C:4]2[C:10]([C@@H:11]([C:13]3[C:18]([OH:19])=[CH:17][CH:16]=[C:15]([F:20])[C:14]=3[Cl:21])[CH3:12])=[CH:9][N:8]([C:22]([O:24][C:25]([CH3:28])([CH3:27])[CH3:26])=[O:23])[C:5]2=[N:6][CH:7]=1.C(OC(=O)[C:33](Cl)([F:35])[F:34])C.C([O-])([O-])=O.[K+].[K+].CN(C=O)C. (7) Given the product [C:34]([O:33][C:31]([NH:38][CH2:39][C:40]([O:30][C@H:26]1[CH2:27][CH2:28][CH2:29][C@@H:25]1[NH:24][C:7]1[CH:8]=[C:9]([N:11]2[C:19]3[CH2:18][C:17]([CH3:21])([CH3:20])[CH2:16][C:15](=[O:22])[C:14]=3[C:13]([CH3:23])=[CH:12]2)[CH:10]=[C:2]([F:1])[C:3]=1[C:4](=[O:5])[NH2:6])=[O:41])=[O:32])([CH3:37])([CH3:36])[CH3:35], predict the reactants needed to synthesize it. The reactants are: [F:1][C:2]1[CH:10]=[C:9]([N:11]2[C:19]3[CH2:18][C:17]([CH3:21])([CH3:20])[CH2:16][C:15](=[O:22])[C:14]=3[C:13]([CH3:23])=[CH:12]2)[CH:8]=[C:7]([NH:24][C@H:25]2[CH2:29][CH2:28][CH2:27][C@@H:26]2[OH:30])[C:3]=1[C:4]([NH2:6])=[O:5].[C:31]([NH:38][CH2:39][C:40](O)=[O:41])([O:33][C:34]([CH3:37])([CH3:36])[CH3:35])=[O:32].C(Cl)CCl. (8) Given the product [CH3:1][O:2][C:3]1[CH:4]=[C:5]2[CH2:14][CH:13]([CH2:15][CH:16]3[CH2:17][CH2:18][N:19]([CH2:22][C:23]4[CH:28]=[CH:27][CH:26]=[CH:25][CH:24]=4)[CH2:20][CH2:21]3)[C:11](=[O:12])[C:6]2=[CH:7][C:8]=1[O:9][CH3:10].[C:29]([O-:36])(=[O:35])/[CH:30]=[CH:31]/[C:32]([O-:34])=[O:33], predict the reactants needed to synthesize it. The reactants are: [CH3:1][O:2][C:3]1[CH:4]=[C:5]2[CH2:14][CH:13]([CH2:15][CH:16]3[CH2:21][CH2:20][N:19]([CH2:22][C:23]4[CH:24]=[CH:25][CH:26]=[CH:27][CH:28]=4)[CH2:18][CH2:17]3)[C:11](=[O:12])[C:6]2=[CH:7][C:8]=1[O:9][CH3:10].[C:29]([OH:36])(=[O:35])/[CH:30]=[CH:31]/[C:32]([OH:34])=[O:33].